Dataset: Peptide-MHC class I binding affinity with 185,985 pairs from IEDB/IMGT. Task: Regression. Given a peptide amino acid sequence and an MHC pseudo amino acid sequence, predict their binding affinity value. This is MHC class I binding data. (1) The peptide sequence is RLKQRTPGI. The MHC is HLA-B15:03 with pseudo-sequence HLA-B15:03. The binding affinity (normalized) is 0.343. (2) The MHC is HLA-B15:09 with pseudo-sequence HLA-B15:09. The peptide sequence is TKEAEHAPL. The binding affinity (normalized) is 0.454. (3) The peptide sequence is ISYSSGAI. The MHC is H-2-Db with pseudo-sequence H-2-Db. The binding affinity (normalized) is 0.0970. (4) The peptide sequence is SLFYTIATI. The MHC is HLA-A02:01 with pseudo-sequence HLA-A02:01. The binding affinity (normalized) is 0.273. (5) The peptide sequence is FLCLFLLPSL. The MHC is HLA-A02:06 with pseudo-sequence HLA-A02:06. The binding affinity (normalized) is 1.00. (6) The peptide sequence is NVMAADPPK. The MHC is HLA-A01:01 with pseudo-sequence HLA-A01:01. The binding affinity (normalized) is 0.0847. (7) The peptide sequence is TSAVLLLLVV. The MHC is HLA-A02:06 with pseudo-sequence HLA-A02:06. The binding affinity (normalized) is 0.0622. (8) The peptide sequence is VCFMYSDFH. The MHC is HLA-A11:01 with pseudo-sequence HLA-A11:01. The binding affinity (normalized) is 0. (9) The peptide sequence is YLGSWATGK. The MHC is HLA-B27:05 with pseudo-sequence HLA-B27:05. The binding affinity (normalized) is 0.0847.